From a dataset of Forward reaction prediction with 1.9M reactions from USPTO patents (1976-2016). Predict the product of the given reaction. (1) Given the reactants BrC1C=C(N)C(N(CC2C=CC([Cl:22])=CC=2)CCC(F)(F)F)=CC=1.C(N(CCC(F)(F)F)C1C(N)=CC(Br)=CC=1)C1C=CC=CC=1.[CH2:46]([N:53]([CH2:72][CH2:73][C:74]([F:77])([F:76])[F:75])[C:54]1[CH:59]=[CH:58][C:57]([Br:60])=[CH:56][C:55]=1[NH:61][C:62]([NH:64][C:65]1[CH:70]=[CH:69][C:68]([CH3:71])=[CH:67][CH:66]=1)=[O:63])[C:47]1[CH:52]=[CH:51][CH:50]=[CH:49][CH:48]=1, predict the reaction product. The product is: [Br:60][C:57]1[CH:58]=[CH:59][C:54]([N:53]([CH2:46][C:47]2[CH:48]=[CH:49][CH:50]=[CH:51][C:52]=2[Cl:22])[CH2:72][CH2:73][C:74]([F:77])([F:76])[F:75])=[C:55]([NH:61][C:62]([NH:64][C:65]2[CH:66]=[CH:67][C:68]([CH3:71])=[CH:69][CH:70]=2)=[O:63])[CH:56]=1. (2) Given the reactants Br[C:2]1[CH:3]=[C:4]([CH:17]=[CH:18][CH:19]=1)[CH2:5][O:6][CH2:7][CH2:8][O:9][Si:10]([C:13]([CH3:16])([CH3:15])[CH3:14])([CH3:12])[CH3:11].C([Mg]Cl)(C)C.C([Li])CCC.N1(C=O)CC[O:33][CH2:32]C1, predict the reaction product. The product is: [Si:10]([O:9][CH2:8][CH2:7][O:6][CH2:5][C:4]1[CH:3]=[C:2]([CH:19]=[CH:18][CH:17]=1)[CH:32]=[O:33])([C:13]([CH3:16])([CH3:15])[CH3:14])([CH3:12])[CH3:11]. (3) Given the reactants C(O[C:6](=O)[NH:7][C:8]1[CH:13]=[C:12]([F:14])[CH:11]=[CH:10][C:9]=1[NH2:15])(C)(C)C.[CH:17]1([CH:23]=[O:24])[CH2:22][CH2:21][CH2:20][CH2:19][CH2:18]1.CO[C@H:27]([C:31]1[CH:36]=[CH:35][CH:34]=[CH:33][CH:32]=1)[C:28]([OH:30])=O.[N+:37]([CH2:39][C:40]1[CH:45]=[CH:44][CH:43]=[CH:42][CH:41]=1)#[C-].Cl.[CH3:47]O, predict the reaction product. The product is: [CH2:39]([NH:37][C:28](=[O:30])[CH:27]([CH:31]1[CH2:36][CH2:35][CH2:34][CH2:33][CH2:32]1)[N:15]1[C:9]2[CH:10]=[CH:11][C:12]([F:14])=[CH:13][C:8]=2[N:7]=[C:6]1[C@H:23]([O:24][CH3:47])[C:17]1[CH:22]=[CH:21][CH:20]=[CH:19][CH:18]=1)[C:40]1[CH:45]=[CH:44][CH:43]=[CH:42][CH:41]=1. (4) The product is: [C:26]([O:25][C:23]([C:8]1[NH:9][C:10]2[CH2:11][CH2:12][CH2:13][N:14]([CH2:15][CH2:16][N:17]3[CH2:22][CH2:21][O:20][CH2:19][CH2:18]3)[C:4](=[O:3])[C:6]=2[C:7]=1[CH3:30])=[O:24])([CH3:29])([CH3:28])[CH3:27]. Given the reactants C([O:3][C:4]([C:6]1[C:7]([CH3:30])=[C:8]([C:23]([O:25][C:26]([CH3:29])([CH3:28])[CH3:27])=[O:24])[NH:9][C:10]=1[CH2:11][CH2:12][CH2:13][NH:14][CH2:15][CH2:16][N:17]1[CH2:22][CH2:21][O:20][CH2:19][CH2:18]1)=O)C.C[Al](C)C, predict the reaction product. (5) Given the reactants [C:1]1([C:7]#[CH:8])[CH:6]=[CH:5][CH:4]=[CH:3][CH:2]=1.C([Li])CCC.C(#N)[C:15]1[CH:20]=[CH:19][CH:18]=[CH:17][CH:16]=1.CP(C)C.CCCCCCCCCCCCC, predict the reaction product. The product is: [C:1]1([C:7]#[C:8][C:15]2[CH:20]=[CH:19][CH:18]=[CH:17][CH:16]=2)[CH:6]=[CH:5][CH:4]=[CH:3][CH:2]=1. (6) Given the reactants [ClH:1].[CH2:2]([N:4]([CH2:56][CH3:57])[CH2:5][CH2:6][NH:7][C:8]([C:10]1[CH:15]=[CH:14][C:13]([C:16]2[CH:21]=[CH:20][CH:19]=[C:18]([CH2:22][C@H:23]([NH:38][C:39]([C@H:41]3[CH2:46][CH2:45][C@H:44]([CH2:47][NH:48]C(=O)OC(C)(C)C)[CH2:43][CH2:42]3)=[O:40])[C:24](=[O:37])[NH:25][C:26]3[CH:31]=[CH:30][C:29]([C:32]4[NH:36][N:35]=[N:34][N:33]=4)=[CH:28][CH:27]=3)[CH:17]=2)=[CH:12][CH:11]=1)=[O:9])[CH3:3].C(#N)C, predict the reaction product. The product is: [ClH:1].[NH2:48][CH2:47][C@H:44]1[CH2:45][CH2:46][C@H:41]([C:39]([NH:38][C@H:23]([C:24](=[O:37])[NH:25][C:26]2[CH:31]=[CH:30][C:29]([C:32]3[NH:36][N:35]=[N:34][N:33]=3)=[CH:28][CH:27]=2)[CH2:22][C:18]2[CH:17]=[C:16]([C:13]3[CH:14]=[CH:15][C:10]([C:8]([NH:7][CH2:6][CH2:5][N:4]([CH2:56][CH3:57])[CH2:2][CH3:3])=[O:9])=[CH:11][CH:12]=3)[CH:21]=[CH:20][CH:19]=2)=[O:40])[CH2:42][CH2:43]1. (7) The product is: [NH2:1][C:2]1[N:6]([C@@H:7]2[CH2:12][CH2:11][CH2:10][N:9]([C:13](=[O:19])/[CH:14]=[CH:15]/[CH2:16][F:38])[CH2:8]2)[N:5]=[C:4]([C:20]2[CH:21]=[CH:22][C:23]([O:26][C:27]3[CH:32]=[CH:31][C:30]([F:33])=[CH:29][C:28]=3[F:34])=[CH:24][CH:25]=2)[C:3]=1[C:35]([NH2:37])=[O:36]. Given the reactants [NH2:1][C:2]1[N:6]([C@@H:7]2[CH2:12][CH2:11][CH2:10][N:9]([C:13](=[O:19])/[CH:14]=[CH:15]/[CH2:16]CO)[CH2:8]2)[N:5]=[C:4]([C:20]2[CH:25]=[CH:24][C:23]([O:26][C:27]3[CH:32]=[CH:31][C:30]([F:33])=[CH:29][C:28]=3[F:34])=[CH:22][CH:21]=2)[C:3]=1[C:35]([NH2:37])=[O:36].[F:38]C/C=C/C(O)=O, predict the reaction product.